From a dataset of Full USPTO retrosynthesis dataset with 1.9M reactions from patents (1976-2016). Predict the reactants needed to synthesize the given product. The reactants are: [Cl:1][C:2]1[C:7]([CH2:8][OH:9])=[CH:6][CH:5]=[C:4]([Cl:10])[N:3]=1.CC(OI1(OC(C)=O)(OC(C)=O)OC(=O)C2C=CC=CC1=2)=O. Given the product [Cl:1][C:2]1[N:3]=[C:4]([Cl:10])[CH:5]=[CH:6][C:7]=1[CH:8]=[O:9], predict the reactants needed to synthesize it.